Dataset: NCI-60 drug combinations with 297,098 pairs across 59 cell lines. Task: Regression. Given two drug SMILES strings and cell line genomic features, predict the synergy score measuring deviation from expected non-interaction effect. Drug 1: CCC(=C(C1=CC=CC=C1)C2=CC=C(C=C2)OCCN(C)C)C3=CC=CC=C3.C(C(=O)O)C(CC(=O)O)(C(=O)O)O. Drug 2: CC12CCC3C(C1CCC2OP(=O)(O)O)CCC4=C3C=CC(=C4)OC(=O)N(CCCl)CCCl.[Na+]. Cell line: MALME-3M. Synergy scores: CSS=10.6, Synergy_ZIP=-1.67, Synergy_Bliss=0.263, Synergy_Loewe=-1.39, Synergy_HSA=-2.69.